This data is from Forward reaction prediction with 1.9M reactions from USPTO patents (1976-2016). The task is: Predict the product of the given reaction. Given the reactants [NH:1]1[C:7]2[N:8]=[CH:9][CH:10]=[CH:11][C:6]=2[CH2:5][NH:4][C:3](=[O:12])[CH2:2]1.C(O)(=O)C.[Br:17]Br, predict the reaction product. The product is: [Br:17][C:10]1[CH:9]=[N:8][C:7]2[NH:1][CH2:2][C:3](=[O:12])[NH:4][CH2:5][C:6]=2[CH:11]=1.